From a dataset of Forward reaction prediction with 1.9M reactions from USPTO patents (1976-2016). Predict the product of the given reaction. (1) Given the reactants [Cl:1][C:2]1[CH:18]=[C:17]([C:19](=[O:29])[NH:20][CH:21]2[CH:26]3[CH2:27][CH2:28][N:23]([CH2:24][CH2:25]3)[CH2:22]2)[C:5]2[N:6]=[C:7]([NH:9]C(=O)OC(C)(C)C)[O:8][C:4]=2[CH:3]=1.C(O)(C(F)(F)F)=O, predict the reaction product. The product is: [N:23]12[CH2:22][C@@H:21]([NH:20][C:19]([C:17]3[CH:18]=[C:2]([Cl:1])[CH:3]=[C:4]4[O:8][C:7]([NH2:9])=[N:6][C:5]=34)=[O:29])[CH:26]([CH2:27][CH2:28]1)[CH2:25][CH2:24]2. (2) Given the reactants [CH3:1][CH:2]([CH3:9])[CH2:3][CH2:4][S:5](Cl)(=[O:7])=[O:6].[C:10]([C:12]1[C:13]([C:32]([NH:34][N:35]2[CH2:40][CH2:39][CH2:38][CH2:37][CH2:36]2)=[O:33])=[N:14][N:15]([C:24]2[CH:29]=[CH:28][C:27]([Cl:30])=[CH:26][C:25]=2[Cl:31])[C:16]=1[C:17]1[CH:22]=[CH:21][C:20]([OH:23])=[CH:19][CH:18]=1)#[N:11].O, predict the reaction product. The product is: [CH3:1][CH:2]([CH3:9])[CH2:3][CH2:4][S:5]([O:23][C:20]1[CH:21]=[CH:22][C:17]([C:16]2[N:15]([C:24]3[CH:29]=[CH:28][C:27]([Cl:30])=[CH:26][C:25]=3[Cl:31])[N:14]=[C:13]([C:32]([NH:34][N:35]3[CH2:36][CH2:37][CH2:38][CH2:39][CH2:40]3)=[O:33])[C:12]=2[C:10]#[N:11])=[CH:18][CH:19]=1)(=[O:7])=[O:6].